From a dataset of Reaction yield outcomes from USPTO patents with 853,638 reactions. Predict the reaction yield, written as a fraction of the theoretical maximum amount of product (1.0 means a 100% yield; for example, 0.34 means a 34% yield). The reactants are C([O:5][C:6]1[CH2:12][CH:11]=[C:10]([C:13]2[CH:18]=[CH:17][CH:16]=[CH:15][CH:14]=2)[CH:9]=[CH:8][N:7]=1)CCC.O. The catalyst is C(O)C. The product is [C:13]1([C:10]2[CH:9]=[CH:8][NH:7][C:6](=[O:5])[CH2:12][CH:11]=2)[CH:14]=[CH:15][CH:16]=[CH:17][CH:18]=1. The yield is 0.880.